This data is from Forward reaction prediction with 1.9M reactions from USPTO patents (1976-2016). The task is: Predict the product of the given reaction. Given the reactants C(=O)([O-])O.[Na+].[S:6]=[C:7]1[NH:12][C:11]2[CH:13]=[CH:14][NH:15][C:10]=2[C:9](=[O:16])[N:8]1[C:17]1[CH:22]=[CH:21][C:20]([O:23][CH2:24][C:25]([F:28])([F:27])[F:26])=[CH:19][CH:18]=1.Cl.Cl[CH2:31][CH2:32][N:33]1[CH2:38][CH2:37][O:36][CH2:35][CH2:34]1.[I-].[Na+], predict the reaction product. The product is: [N:33]1([CH2:32][CH2:31][S:6][C:7]2[N:8]([C:17]3[CH:18]=[CH:19][C:20]([O:23][CH2:24][C:25]([F:28])([F:27])[F:26])=[CH:21][CH:22]=3)[C:9](=[O:16])[C:10]3[NH:15][CH:14]=[CH:13][C:11]=3[N:12]=2)[CH2:38][CH2:37][O:36][CH2:35][CH2:34]1.